The task is: Regression. Given two drug SMILES strings and cell line genomic features, predict the synergy score measuring deviation from expected non-interaction effect.. This data is from NCI-60 drug combinations with 297,098 pairs across 59 cell lines. Drug 1: CC1=C(C=C(C=C1)C(=O)NC2=CC(=CC(=C2)C(F)(F)F)N3C=C(N=C3)C)NC4=NC=CC(=N4)C5=CN=CC=C5. Drug 2: COC1=NC(=NC2=C1N=CN2C3C(C(C(O3)CO)O)O)N. Cell line: EKVX. Synergy scores: CSS=-3.98, Synergy_ZIP=0.408, Synergy_Bliss=-3.11, Synergy_Loewe=-4.92, Synergy_HSA=-5.64.